From a dataset of Forward reaction prediction with 1.9M reactions from USPTO patents (1976-2016). Predict the product of the given reaction. (1) Given the reactants [BH4-].[Na+].[Br-].[CH2:4]([N+:11]1[CH:16]=[C:15]([F:17])[CH:14]=[CH:13][C:12]=1[CH2:18][NH:19][C:20]([O:22][C:23]([CH3:26])([CH3:25])[CH3:24])=[O:21])[C:5]1[CH:10]=[CH:9][CH:8]=[CH:7][CH:6]=1, predict the reaction product. The product is: [CH2:4]([N:11]1[CH:16]=[C:15]([F:17])[CH2:14][CH2:13][CH:12]1[CH2:18][NH:19][C:20](=[O:21])[O:22][C:23]([CH3:25])([CH3:24])[CH3:26])[C:5]1[CH:6]=[CH:7][CH:8]=[CH:9][CH:10]=1. (2) Given the reactants C1C=CC2N(O)N=NC=2C=1.CCN(C(C)C)C(C)C.[O:20]=[C:21]([N:26]1[CH2:31][CH2:30][N:29]([C:32](=[O:43])[C:33]2[CH:38]=[CH:37][CH:36]=[CH:35][C:34]=2[C:39]([F:42])([F:41])[F:40])[CH2:28][CH2:27]1)[CH2:22][C:23]([OH:25])=O.CCN=C=NCCCN(C)C.Cl.[C:56]1([NH:62][C:63]2[CH:68]=[CH:67][C:66]([NH2:69])=[CH:65][CH:64]=2)[CH:61]=[CH:60][CH:59]=[CH:58][CH:57]=1, predict the reaction product. The product is: [O:20]=[C:21]([N:26]1[CH2:27][CH2:28][N:29]([C:32](=[O:43])[C:33]2[CH:38]=[CH:37][CH:36]=[CH:35][C:34]=2[C:39]([F:42])([F:41])[F:40])[CH2:30][CH2:31]1)[CH2:22][C:23]([NH:69][C:66]1[CH:65]=[CH:64][C:63]([NH:62][C:56]2[CH:61]=[CH:60][CH:59]=[CH:58][CH:57]=2)=[CH:68][CH:67]=1)=[O:25]. (3) Given the reactants [CH3:1][C:2]1[O:3][C:4](CO)=[C:5]([CH3:7])[N:6]=1.[CH:10]([Cl:13])(Cl)[Cl:11], predict the reaction product. The product is: [ClH:11].[Cl:13][CH2:10][C:4]1[O:3][C:2]([CH3:1])=[N:6][C:5]=1[CH3:7].